This data is from Forward reaction prediction with 1.9M reactions from USPTO patents (1976-2016). The task is: Predict the product of the given reaction. Given the reactants [NH:1]1[CH:5]=[C:4]([C:6]2[C:7]([C:12]3[CH:17]=[CH:16][CH:15]=[CH:14][CH:13]=3)=[N:8][O:9][C:10]=2[CH3:11])[N:3]=[CH:2]1.[CH2:18]([O:20][C:21]([C:23]1[CH:24]=[C:25](B(O)O)[CH:26]=[CH:27][CH:28]=1)=[O:22])[CH3:19], predict the reaction product. The product is: [CH2:18]([O:20][C:21](=[O:22])[C:23]1[CH:24]=[CH:25][CH:26]=[C:27]([N:1]2[CH:5]=[C:4]([C:6]3[C:7]([C:12]4[CH:13]=[CH:14][CH:15]=[CH:16][CH:17]=4)=[N:8][O:9][C:10]=3[CH3:11])[N:3]=[CH:2]2)[CH:28]=1)[CH3:19].